Dataset: Peptide-MHC class II binding affinity with 134,281 pairs from IEDB. Task: Regression. Given a peptide amino acid sequence and an MHC pseudo amino acid sequence, predict their binding affinity value. This is MHC class II binding data. (1) The peptide sequence is ASPMLYQLLEAVYGN. The MHC is HLA-DPA10301-DPB10402 with pseudo-sequence HLA-DPA10301-DPB10402. The binding affinity (normalized) is 0.933. (2) The peptide sequence is VRFQEAANKQKQELD. The MHC is DRB1_0405 with pseudo-sequence DRB1_0405. The binding affinity (normalized) is 0.169. (3) The peptide sequence is KVTFLSQVHPSPLLT. The MHC is DRB1_0901 with pseudo-sequence DRB1_0901. The binding affinity (normalized) is 0.586.